The task is: Predict the reactants needed to synthesize the given product.. This data is from Full USPTO retrosynthesis dataset with 1.9M reactions from patents (1976-2016). (1) Given the product [CH2:52]([O:54][C:55](=[O:62])[C@H:56]([CH2:58][CH:59]([CH3:61])[CH3:60])[NH:57][C:37](=[O:38])[CH2:36][C@H:26]1[O:25][C@H:24]([C:40]2[CH:45]=[CH:44][CH:43]=[C:42]([O:46][CH3:47])[C:41]=2[O:48][CH3:49])[C:23]2[CH:50]=[C:19]([Cl:18])[CH:20]=[CH:21][C:22]=2[N:28]([CH2:29][C:30]([CH3:33])([CH3:34])[CH2:31][OH:32])[CH2:27]1)[CH3:53], predict the reactants needed to synthesize it. The reactants are: C(P(=O)(OCC)OCC)#N.C(N(CC)CC)C.[Cl:18][C:19]1[CH:20]=[CH:21][C:22]2[N:28]([CH2:29][C:30]([CH3:34])([CH3:33])[CH2:31][OH:32])[C:27](=O)[C@@H:26]([CH2:36][C:37](O)=[O:38])[O:25][C@H:24]([C:40]3[CH:45]=[CH:44][CH:43]=[C:42]([O:46][CH3:47])[C:41]=3[O:48][CH3:49])[C:23]=2[CH:50]=1.Cl.[CH2:52]([O:54][C:55](=[O:62])[C@H:56]([CH2:58][CH:59]([CH3:61])[CH3:60])[NH2:57])[CH3:53]. (2) Given the product [Cl:21][C:22]1[CH:23]=[C:24]([CH2:29][C:30]([O:32][CH3:33])=[O:31])[CH:25]=[CH:26][C:27]=1[NH:28][C:12]([C:5]1[C:6]2[C:11](=[CH:10][CH:9]=[CH:8][CH:7]=2)[N:3]([CH2:1][CH3:2])[CH:4]=1)=[O:14], predict the reactants needed to synthesize it. The reactants are: [CH2:1]([N:3]1[C:11]2[C:6](=[CH:7][CH:8]=[CH:9][CH:10]=2)[C:5]([C:12]([OH:14])=O)=[CH:4]1)[CH3:2].C(Cl)(=O)C(Cl)=O.[Cl:21][C:22]1[CH:23]=[C:24]([CH2:29][C:30]([O:32][CH3:33])=[O:31])[CH:25]=[CH:26][C:27]=1[NH2:28].C(N(CC)CC)C. (3) Given the product [C:11]([C:10]1[CH:29]=[CH:28][C:27](=[O:30])[N:8]([CH2:1][C:2]2[CH:3]=[CH:4][CH:5]=[CH:6][CH:7]=2)[C:9]=1[NH:19][CH2:20][C:21]1[CH:26]=[CH:25][CH:24]=[CH:23][CH:22]=1)(=[O:12])[C:13]1[CH:14]=[CH:15][CH:16]=[CH:17][CH:18]=1, predict the reactants needed to synthesize it. The reactants are: [CH2:1]([NH:8][C:9]([NH:19][CH2:20][C:21]1[CH:26]=[CH:25][CH:24]=[CH:23][CH:22]=1)=[CH:10][C:11]([C:13]1[CH:18]=[CH:17][CH:16]=[CH:15][CH:14]=1)=[O:12])[C:2]1[CH:7]=[CH:6][CH:5]=[CH:4][CH:3]=1.[C:27](O)(=[O:30])[C:28]#[CH:29].N1(C(N2C=CN=C2)=O)C=CN=C1. (4) Given the product [N+:1]([C:4]1[CH:5]=[C:6]([CH:9]=[CH:10][CH:11]=1)[CH2:7][NH2:12])([O-:3])=[O:2], predict the reactants needed to synthesize it. The reactants are: [N+:1]([C:4]1[CH:5]=[C:6]([CH:9]=[CH:10][CH:11]=1)[CH2:7]Br)([O-:3])=[O:2].[NH3:12]. (5) Given the product [C:16]([O:15][C:13]([N:1]1[C:5]2[CH:6]=[CH:7][CH:8]=[CH:9][C:4]=2[NH:3][CH:2]1[CH2:10][C:11]#[N:12])=[O:14])([CH3:19])([CH3:18])[CH3:17], predict the reactants needed to synthesize it. The reactants are: [NH:1]1[C:5]2[CH:6]=[CH:7][CH:8]=[CH:9][C:4]=2[NH:3][CH:2]1[CH2:10][C:11]#[N:12].[C:13](O[C:13]([O:15][C:16]([CH3:19])([CH3:18])[CH3:17])=[O:14])([O:15][C:16]([CH3:19])([CH3:18])[CH3:17])=[O:14].C(N(CC)CC)C. (6) Given the product [Cl-:1].[CH3:2][N:3]([CH3:9])[C:4](=[NH2+:8])[N:5]([CH3:7])[CH3:6], predict the reactants needed to synthesize it. The reactants are: [Cl-:1].[CH3:2][N:3]([CH3:9])[C:4](=[NH:8])[N:5]([CH3:7])[CH3:6].C[O-].[Na+]. (7) The reactants are: [CH:1]([N:4]1[C:8]([C:9]2[S:10][C:11]3[CH2:12][CH2:13][O:14][C:15]4[CH:22]=[C:21](B5OC(C)(C)C(C)(C)O5)[CH:20]=[CH:19][C:16]=4[C:17]=3[N:18]=2)=[N:7][C:6]([CH3:32])=[N:5]1)([CH3:3])[CH3:2].I[CH:34]1[CH2:37][O:36][CH2:35]1.Cl.N[C@@H]1CCCC[C@H]1O.C[Si](C)(C)N[Si](C)(C)C.[Na]. Given the product [CH:1]([N:4]1[C:8]([C:9]2[S:10][C:11]3[CH2:12][CH2:13][O:14][C:15]4[CH:22]=[C:21]([CH:34]5[CH2:37][O:36][CH2:35]5)[CH:20]=[CH:19][C:16]=4[C:17]=3[N:18]=2)=[N:7][C:6]([CH3:32])=[N:5]1)([CH3:2])[CH3:3], predict the reactants needed to synthesize it. (8) Given the product [Cl:20][C:13]1[N:14]=[CH:15][C:10]2[CH:9]=[CH:8][C:7]([C:5]3[CH:4]=[N:3][N:2]([CH3:1])[CH:6]=3)=[N:18][C:11]=2[N:12]=1, predict the reactants needed to synthesize it. The reactants are: [CH3:1][N:2]1[CH:6]=[C:5]([C:7]2[CH:8]=[CH:9][C:10]3[CH:15]=[N:14][C:13](SC)=[N:12][C:11]=3[N:18]=2)[CH:4]=[N:3]1.C(Cl)[Cl:20]. (9) Given the product [Cl:31][C:2]1[C:3]2[C:10]3[CH2:11][CH2:12][CH:13]([C:15]([O:17][CH2:18][CH3:19])=[O:16])[CH2:14][C:9]=3[S:8][C:4]=2[N:5]=[CH:6][N:7]=1, predict the reactants needed to synthesize it. The reactants are: O[C:2]1[C:3]2[C:10]3[CH2:11][CH2:12][CH:13]([C:15]([O:17][CH2:18][CH3:19])=[O:16])[CH2:14][C:9]=3[S:8][C:4]=2[N:5]=[CH:6][N:7]=1.C(N(C(C)C)C(C)C)C.P(Cl)(Cl)([Cl:31])=O.C(=O)([O-])O.[Na+]. (10) Given the product [Br:1][C:2]1[CH:3]=[CH:4][C:5]([C:8]2[C:12]([C:13]3[CH:18]=[CH:17][CH:16]=[CH:15][CH:14]=3)=[C:11]([CH3:20])[O:10][N:9]=2)=[CH:6][CH:7]=1, predict the reactants needed to synthesize it. The reactants are: [Br:1][C:2]1[CH:7]=[CH:6][C:5]([C:8]2[CH:12]([C:13]3[CH:18]=[CH:17][CH:16]=[CH:15][CH:14]=3)[C:11]([CH3:20])(O)[O:10][N:9]=2)=[CH:4][CH:3]=1.BrC1C=CC(C2C(C3C=CC(SC)=C(F)C=3)C(C)(O)ON=2)=CC=1.